This data is from Peptide-MHC class II binding affinity with 134,281 pairs from IEDB. The task is: Regression. Given a peptide amino acid sequence and an MHC pseudo amino acid sequence, predict their binding affinity value. This is MHC class II binding data. (1) The peptide sequence is EDMLEVWNRVWITNN. The MHC is HLA-DQA10201-DQB10402 with pseudo-sequence HLA-DQA10201-DQB10402. The binding affinity (normalized) is 0.153. (2) The peptide sequence is ERFALNPGLLETSEGCK. The MHC is DRB1_1302 with pseudo-sequence DRB1_1302. The binding affinity (normalized) is 0.519. (3) The peptide sequence is INKWQVVAPQLPADL. The MHC is HLA-DPA10301-DPB10402 with pseudo-sequence HLA-DPA10301-DPB10402. The binding affinity (normalized) is 0.109.